From a dataset of Forward reaction prediction with 1.9M reactions from USPTO patents (1976-2016). Predict the product of the given reaction. (1) Given the reactants Cl.Cl.[O:3]1[C:7]2[CH:8]=[CH:9][CH:10]=[C:11]([CH:12]3[CH2:17][CH2:16][N:15]([CH2:18][CH2:19][C@H:20]4[CH2:25][CH2:24][C@H:23]([NH2:26])[CH2:22][CH2:21]4)[CH2:14][CH2:13]3)[C:6]=2[CH2:5][CH2:4]1.[F:27][C:28]1[CH:36]=[CH:35][C:31]([C:32](O)=[O:33])=[CH:30][CH:29]=1, predict the reaction product. The product is: [O:3]1[C:7]2[CH:8]=[CH:9][CH:10]=[C:11]([CH:12]3[CH2:17][CH2:16][N:15]([CH2:18][CH2:19][C@H:20]4[CH2:21][CH2:22][C@H:23]([NH:26][C:32](=[O:33])[C:31]5[CH:35]=[CH:36][C:28]([F:27])=[CH:29][CH:30]=5)[CH2:24][CH2:25]4)[CH2:14][CH2:13]3)[C:6]=2[CH2:5][CH2:4]1. (2) Given the reactants [Cl:1][C:2]1[C:3]([F:9])=[C:4]([CH:6]=[CH:7][CH:8]=1)[NH2:5].Br.Br[CH:12]([C:14]1[CH:15]=[C:16]([C:31]([N:33]([CH3:35])[CH3:34])=[O:32])[CH:17]=[C:18]2[C:23]=1[O:22][C:21]([N:24]1[CH2:29][CH2:28][O:27][CH2:26][CH2:25]1)=[CH:20][C:19]2=[O:30])[CH3:13], predict the reaction product. The product is: [Cl:1][C:2]1[C:3]([F:9])=[C:4]([NH:5][CH:12]([C:14]2[CH:15]=[C:16]([C:31]([N:33]([CH3:35])[CH3:34])=[O:32])[CH:17]=[C:18]3[C:23]=2[O:22][C:21]([N:24]2[CH2:29][CH2:28][O:27][CH2:26][CH2:25]2)=[CH:20][C:19]3=[O:30])[CH3:13])[CH:6]=[CH:7][CH:8]=1. (3) Given the reactants [NH2:1][C:2]1[CH:3]=[CH:4][C:5]([F:20])=[C:6]([C@:8]2([CH3:19])[CH2:13][C@@H:12]([C:14]([F:17])([F:16])[F:15])[O:11][C:10]([NH2:18])=[N:9]2)[CH:7]=1.[F:21][CH2:22][C:23]1[O:24][CH:25]=[C:26]([C:28](O)=[O:29])[N:27]=1, predict the reaction product. The product is: [NH2:18][C:10]1[O:11][C@H:12]([C:14]([F:16])([F:17])[F:15])[CH2:13][C@:8]([C:6]2[CH:7]=[C:2]([NH:1][C:28]([C:26]3[N:27]=[C:23]([CH2:22][F:21])[O:24][CH:25]=3)=[O:29])[CH:3]=[CH:4][C:5]=2[F:20])([CH3:19])[N:9]=1.